Dataset: Full USPTO retrosynthesis dataset with 1.9M reactions from patents (1976-2016). Task: Predict the reactants needed to synthesize the given product. (1) Given the product [CH:20]([N:19]1[C:15]([C:13]2[N:14]=[C:7]3[C:6]4[CH:23]=[C:2]([C:32]5[CH:33]=[N:34][NH:35][CH:36]=5)[CH:3]=[CH:4][C:5]=4[O:11][CH2:10][CH2:9][N:8]3[CH:12]=2)=[N:16][CH:17]=[N:18]1)([CH3:22])[CH3:21], predict the reactants needed to synthesize it. The reactants are: Br[C:2]1[CH:3]=[CH:4][C:5]2[O:11][CH2:10][CH2:9][N:8]3[CH:12]=[C:13]([C:15]4[N:19]([CH:20]([CH3:22])[CH3:21])[N:18]=[CH:17][N:16]=4)[N:14]=[C:7]3[C:6]=2[CH:23]=1.CC1(C)C(C)(C)OB([C:32]2[CH:33]=[N:34][N:35](C(OC(C)(C)C)=O)[CH:36]=2)O1. (2) Given the product [F:1][C:2]([F:7])([F:6])[C:3]([OH:5])=[O:4].[F:8][C:9]([F:14])([F:13])[C:10]([OH:12])=[O:11].[Cl:44][C:40]1[CH:39]=[C:38]([CH:43]=[CH:42][CH:41]=1)[CH2:37][N:36]1[C:27]2[CH:28]=[CH:29][C:30]3[N:31]([C:32]([CH3:35])=[N:33][N:34]=3)[C:26]=2[CH:25]=[C:24]1[C:21]1[CH:22]=[CH:23][N:19]([CH:17]2[CH2:16][N:15]([S:54]([N:53]([CH3:58])[CH3:52])(=[O:56])=[O:55])[CH2:18]2)[N:20]=1, predict the reactants needed to synthesize it. The reactants are: [F:1][C:2]([F:7])([F:6])[C:3]([OH:5])=[O:4].[F:8][C:9]([F:14])([F:13])[C:10]([OH:12])=[O:11].[NH:15]1[CH2:18][CH:17]([N:19]2[CH:23]=[CH:22][C:21]([C:24]3[N:36]([CH2:37][C:38]4[CH:43]=[CH:42][CH:41]=[C:40]([Cl:44])[CH:39]=4)[C:27]4[CH:28]=[CH:29][C:30]5[N:31]([C:32]([CH3:35])=[N:33][N:34]=5)[C:26]=4[CH:25]=3)=[N:20]2)[CH2:16]1.C(N(CC)CC)C.[CH3:52][N:53]([CH3:58])[S:54](Cl)(=[O:56])=[O:55]. (3) Given the product [Br:14][CH2:13][C:12]1[CH:11]=[CH:10][C:5]([C:6]([O:8][CH3:9])=[O:7])=[CH:4][C:3]=1[O:2][CH3:1], predict the reactants needed to synthesize it. The reactants are: [CH3:1][O:2][C:3]1[CH:4]=[C:5]([CH:10]=[CH:11][C:12]=1[CH3:13])[C:6]([O:8][CH3:9])=[O:7].[Br:14]N1C(=O)CCC1=O.C(OOC(=O)C1C=CC=CC=1)(=O)C1C=CC=CC=1. (4) Given the product [C:12]([NH:1][C@H:2]([C:7]([OH:9])=[O:8])[CH2:3][CH2:4][S:5][CH3:6])(=[O:19])[C:13]1[CH:18]=[CH:17][CH:16]=[CH:15][CH:14]=1, predict the reactants needed to synthesize it. The reactants are: [NH2:1][CH:2]([C:7]([OH:9])=[O:8])[CH2:3][CH2:4][S:5][CH3:6].[OH-].[Na+].[C:12](Cl)(=[O:19])[C:13]1[CH:18]=[CH:17][CH:16]=[CH:15][CH:14]=1.